This data is from Full USPTO retrosynthesis dataset with 1.9M reactions from patents (1976-2016). The task is: Predict the reactants needed to synthesize the given product. (1) Given the product [F:33][C:2]([F:1])([F:34])[CH2:3][CH2:4][CH:5]([NH:22][C:23]1[CH:32]=[CH:31][C:26]([C:27]([NH:55][CH2:56][CH2:57][C:58]([O:60][CH3:61])=[O:59])=[O:28])=[CH:25][N:24]=1)[C:6]1[CH:7]=[CH:8][C:9]([C:12]2[CH:17]=[CH:16][C:15]([C:18]([F:19])([F:20])[F:21])=[CH:14][CH:13]=2)=[CH:10][CH:11]=1, predict the reactants needed to synthesize it. The reactants are: [F:1][C:2]([F:34])([F:33])[CH2:3][CH2:4][CH:5]([NH:22][C:23]1[CH:32]=[CH:31][C:26]([C:27](OC)=[O:28])=[CH:25][N:24]=1)[C:6]1[CH:11]=[CH:10][C:9]([C:12]2[CH:17]=[CH:16][C:15]([C:18]([F:21])([F:20])[F:19])=[CH:14][CH:13]=2)=[CH:8][CH:7]=1.[OH-].[Na+].C(N(CC)CC)C.C1C=NC2N(O)N=NC=2C=1.Cl.[NH2:55][CH2:56][CH2:57][C:58]([O:60][CH3:61])=[O:59].CCN=C=NCCCN(C)C. (2) Given the product [CH:15]1([C@H:4]2[C@H:3]([CH3:18])[C@@H:2]([NH:1][C:20]3[CH:25]=[CH:24][CH:23]=[C:22]([CH3:26])[N:21]=3)[C:11]3[C:6](=[CH:7][CH:8]=[CH:9][CH:10]=3)[N:5]2[C:12](=[O:14])[CH3:13])[CH2:17][CH2:16]1, predict the reactants needed to synthesize it. The reactants are: [NH2:1][C@H:2]1[C:11]2[C:6](=[CH:7][CH:8]=[CH:9][CH:10]=2)[N:5]([C:12](=[O:14])[CH3:13])[C@@H:4]([CH:15]2[CH2:17][CH2:16]2)[C@@H:3]1[CH3:18].Br[C:20]1[CH:25]=[CH:24][CH:23]=[C:22]([CH3:26])[N:21]=1.CN(C1C(C2C(P(C3CCCCC3)C3CCCCC3)=CC=CC=2)=CC=CC=1)C.CC(C)([O-])C.[Na+]. (3) Given the product [CH2:11]([C:5]1[C:4]2[C:8](=[CH:9][CH:10]=[C:2]([B:13]3[O:17][C:16]([CH3:19])([CH3:18])[C:15]([CH3:21])([CH3:20])[O:14]3)[CH:3]=2)[NH:7][CH:6]=1)[CH3:12], predict the reactants needed to synthesize it. The reactants are: Br[C:2]1[CH:3]=[C:4]2[C:8](=[CH:9][CH:10]=1)[NH:7][CH:6]=[C:5]2[CH2:11][CH3:12].[B:13]1([B:13]2[O:17][C:16]([CH3:19])([CH3:18])[C:15]([CH3:21])([CH3:20])[O:14]2)[O:17][C:16]([CH3:19])([CH3:18])[C:15]([CH3:21])([CH3:20])[O:14]1.C([O-])(=O)C.[K+]. (4) Given the product [CH3:1][C:2]1[O:6][C:5](=[O:7])[N:4]([CH2:12][C:13](=[O:15])[CH3:14])[N:3]=1, predict the reactants needed to synthesize it. The reactants are: [CH3:1][C:2]1[O:6][C:5](=[O:7])[NH:4][N:3]=1.C[O-].[Na+].Cl[CH2:12][C:13](=[O:15])[CH3:14].